Dataset: hERG potassium channel inhibition data for cardiac toxicity prediction from Karim et al.. Task: Regression/Classification. Given a drug SMILES string, predict its toxicity properties. Task type varies by dataset: regression for continuous values (e.g., LD50, hERG inhibition percentage) or binary classification for toxic/non-toxic outcomes (e.g., AMES mutagenicity, cardiotoxicity, hepatotoxicity). Dataset: herg_karim. The molecule is CCn1cc(C2(c3nn(C)c(=O)o3)N[C@@H](c3nc(-c4ccc(F)cn4)c[nH]3)Cc3c2[nH]c2ccccc32)cn1. The result is 0 (non-blocker).